Dataset: Full USPTO retrosynthesis dataset with 1.9M reactions from patents (1976-2016). Task: Predict the reactants needed to synthesize the given product. (1) Given the product [Br:1][C:2]1[C:14]2[C:13]3[C:8](=[CH:9][C:10]([N:15]4[CH2:19][CH2:18][C:17]([CH3:22])([CH3:21])[C:16]4=[O:23])=[CH:11][CH:12]=3)[NH:7][C:6]=2[C:5]([C:24]([NH2:26])=[O:25])=[CH:4][CH:3]=1, predict the reactants needed to synthesize it. The reactants are: [Br:1][C:2]1[C:14]2[C:13]3[C:8](=[CH:9][C:10]([NH:15][C:16](=[O:23])[C:17]([CH3:22])([CH3:21])[CH2:18][CH2:19]O)=[CH:11][CH:12]=3)[NH:7][C:6]=2[C:5]([C:24]([NH2:26])=[O:25])=[CH:4][CH:3]=1.N(C(OCC)=O)=NC(OCC)=O.C1(P(C2C=CC=CC=2)C2C=CC=CC=2)C=CC=CC=1. (2) Given the product [CH2:1]([O:3][C:4]([C:6]1[C:10]([CH2:11][CH3:12])=[N:9][N:8]([CH2:13][CH3:14])[N:7]=1)=[O:5])[CH3:2], predict the reactants needed to synthesize it. The reactants are: [CH2:1]([O:3][C:4]([C:6]1[C:10]([CH2:11][CH3:12])=[N:9][NH:8][N:7]=1)=[O:5])[CH3:2].[CH2:13](I)[CH3:14]. (3) Given the product [O:24]1[CH2:25][CH2:26][N:21]([C:9]2[CH:8]=[CH:7][C:6]([N+:12]([O-:14])=[O:13])=[C:5]([CH:10]=2)[O:4][CH2:3][CH2:2][N:21]2[CH2:26][CH2:15][O:18][CH2:23][CH2:22]2)[CH2:22][CH2:23]1, predict the reactants needed to synthesize it. The reactants are: Br[CH2:2][CH2:3][O:4][C:5]1[CH:10]=[C:9](F)[CH:8]=[CH:7][C:6]=1[N+:12]([O-:14])=[O:13].[C:15](=[O:18])([O-])[O-].[K+].[K+].[NH:21]1[CH2:26][CH2:25][O:24][CH2:23][CH2:22]1. (4) Given the product [Br:7][C:8]1[CH:9]=[C:10]([N+:15]([O-:17])=[O:16])[C:1](=[O:4])[N:12]([CH3:11])[CH:13]=1, predict the reactants needed to synthesize it. The reactants are: [C:1](=[O:4])([O-])[O-].[Cs+].[Cs+].[Br:7][C:8]1[CH:9]=[C:10]([N+:15]([O-:17])=[O:16])[C:11](O)=[N:12][CH:13]=1.IC.